This data is from Full USPTO retrosynthesis dataset with 1.9M reactions from patents (1976-2016). The task is: Predict the reactants needed to synthesize the given product. (1) Given the product [C:19]([C:22]1[S:26][C:25]2[CH:27]=[CH:28][CH:29]=[C:30]([C:6]3[CH:7]=[C:8]([CH:10]([CH3:12])[CH3:11])[CH:9]=[C:4]([CH:1]([CH3:3])[CH3:2])[C:5]=3[O:16][CH2:17][CH3:18])[C:24]=2[CH:23]=1)(=[O:21])[CH3:20], predict the reactants needed to synthesize it. The reactants are: [CH:1]([C:4]1[C:5]([O:16][CH2:17][CH3:18])=[C:6](B(O)O)[CH:7]=[C:8]([CH:10]([CH3:12])[CH3:11])[CH:9]=1)([CH3:3])[CH3:2].[C:19]([C:22]1[S:26][C:25]2[CH:27]=[CH:28][CH:29]=[C:30](I)[C:24]=2[CH:23]=1)(=[O:21])[CH3:20].C(=O)([O-])[O-].[Na+].[Na+].O. (2) Given the product [Br:8][C:5]1[CH:6]=[CH:7][C:2]([C:12](=[O:11])[C:13]([F:16])([F:15])[F:14])=[N:3][CH:4]=1, predict the reactants needed to synthesize it. The reactants are: Br[C:2]1[CH:7]=[CH:6][C:5]([Br:8])=[CH:4][N:3]=1.C([O:11][C:12](=O)[C:13]([F:16])([F:15])[F:14])C. (3) Given the product [CH3:22][NH:21][C:16]1[N:15]=[CH:14][C:13]2[C:18](=[CH:19][CH:20]=[C:11]([C:10]3[C:5]4[S:4][N:3]=[C:2]([NH:1][C:30]5[CH:29]=[CH:28][CH:27]=[C:26]([C:25]([F:34])([F:33])[F:24])[CH:31]=5)[C:6]=4[CH:7]=[CH:8][C:9]=3[CH3:23])[CH:12]=2)[N:17]=1, predict the reactants needed to synthesize it. The reactants are: [NH2:1][C:2]1[C:6]2[CH:7]=[CH:8][C:9]([CH3:23])=[C:10]([C:11]3[CH:12]=[C:13]4[C:18](=[CH:19][CH:20]=3)[N:17]=[C:16]([NH:21][CH3:22])[N:15]=[CH:14]4)[C:5]=2[S:4][N:3]=1.[F:24][C:25]([F:34])([F:33])[C:26]1[CH:27]=[C:28](N)[CH:29]=[CH:30][CH:31]=1.CC(C1C=C(C(C)C)C(C2C=CC=CC=2P(C2CCCCC2)C2CCCCC2)=C(C(C)C)C=1)C.CC(C)([O-])C.[Na+]. (4) The reactants are: [CH3:1][O:2][C:3]1[CH:4]=[C:5]([CH:11]2[CH2:16][CH:15]([C:17]([F:20])([F:19])[F:18])[N:14]3[N:21]=[C:22]([C:24]4[CH:29]=[CH:28][N:27]=[C:26]([C:30](O)=[O:31])[CH:25]=4)[CH:23]=[C:13]3[NH:12]2)[CH:6]=[CH:7][C:8]=1[O:9][CH3:10].[NH2:33][C@H:34]1[CH2:39][CH2:38][CH2:37][N:36]([C:40]([O:42][C:43]([CH3:46])([CH3:45])[CH3:44])=[O:41])[CH2:35]1. Given the product [CH3:1][O:2][C:3]1[CH:4]=[C:5]([CH:11]2[CH2:16][CH:15]([C:17]([F:20])([F:18])[F:19])[N:14]3[N:21]=[C:22]([C:24]4[CH:29]=[CH:28][N:27]=[C:26]([C:30]([NH:33][C@H:34]5[CH2:39][CH2:38][CH2:37][N:36]([C:40]([O:42][C:43]([CH3:46])([CH3:45])[CH3:44])=[O:41])[CH2:35]5)=[O:31])[CH:25]=4)[CH:23]=[C:13]3[NH:12]2)[CH:6]=[CH:7][C:8]=1[O:9][CH3:10], predict the reactants needed to synthesize it. (5) Given the product [F:9][C:4]1[CH:3]=[C:2]([C:12]2([OH:14])[CH2:13][O:10][CH2:11]2)[CH:7]=[C:6]([F:8])[CH:5]=1, predict the reactants needed to synthesize it. The reactants are: Br[C:2]1[CH:7]=[C:6]([F:8])[CH:5]=[C:4]([F:9])[CH:3]=1.[O:10]1[CH2:13][C:12](=[O:14])[CH2:11]1. (6) Given the product [Br:1][C:2]1[CH:3]=[C:4]2[C:9]([N:8]([CH3:12])[CH2:7][CH2:6][N:5]2[C:13]([O:15][C:16]([CH3:19])([CH3:18])[CH3:17])=[O:14])=[CH:10][CH:11]=1, predict the reactants needed to synthesize it. The reactants are: [Br:1][C:2]1[CH:3]=[C:4]2[C:9](=[CH:10][CH:11]=1)[N:8]([CH3:12])[CH2:7][CH2:6][NH:5]2.[C:13](O[C:13]([O:15][C:16]([CH3:19])([CH3:18])[CH3:17])=[O:14])([O:15][C:16]([CH3:19])([CH3:18])[CH3:17])=[O:14]. (7) Given the product [Cl:39][C:36]1[CH:37]=[CH:38][C:33]([CH:29]([C:30]([N:16]2[CH2:15][CH2:14][N:13]([C:11]3[C:12]4[C@H:4]([CH3:3])[CH2:5][C@@H:6]([OH:19])[C:7]=4[N:8]=[CH:9][N:10]=3)[CH2:18][CH2:17]2)=[O:31])[CH2:28][N:27]([CH:40]([CH3:41])[CH3:42])[C:25](=[O:26])[O:24][C:20]([CH3:22])([CH3:21])[CH3:23])=[CH:34][CH:35]=1, predict the reactants needed to synthesize it. The reactants are: Cl.Cl.[CH3:3][C@H:4]1[C:12]2[C:11]([N:13]3[CH2:18][CH2:17][NH:16][CH2:15][CH2:14]3)=[N:10][CH:9]=[N:8][C:7]=2[C@H:6]([OH:19])[CH2:5]1.[C:20]([O:24][C:25]([N:27]([CH:40]([CH3:42])[CH3:41])[CH2:28][CH:29]([C:33]1[CH:38]=[CH:37][C:36]([Cl:39])=[CH:35][CH:34]=1)[C:30](O)=[O:31])=[O:26])([CH3:23])([CH3:22])[CH3:21].CN(C(ON1N=NC2C=CC=CC1=2)=[N+](C)C)C.F[P-](F)(F)(F)(F)F. (8) Given the product [CH2:32]([O:28][C:26](=[O:27])[CH:24]=[C:20]1[C:21](=[O:23])[NH:15][C:11]2[C:10](=[C:9]([O:8][CH2:1][C:2]3[CH:3]=[CH:4][CH:5]=[CH:6][CH:7]=3)[CH:14]=[CH:13][CH:12]=2)[NH:16]1)[CH3:33], predict the reactants needed to synthesize it. The reactants are: [CH2:1]([O:8][C:9]1[CH:14]=[CH:13][CH:12]=[C:11]([NH2:15])[C:10]=1[NH2:16])[C:2]1[CH:7]=[CH:6][CH:5]=[CH:4][CH:3]=1.[Na+].C([C:20](CC)([C:24]([C:26]([O-:28])=[O:27])=O)[C:21]([O-:23])=O)C.[Na+].[C:32](O)(=O)[CH3:33].